From a dataset of Forward reaction prediction with 1.9M reactions from USPTO patents (1976-2016). Predict the product of the given reaction. (1) Given the reactants [CH2:1]([O:5][C:6]1[N:14]=[C:13]2[C:9]([N:10]=[C:11](Br)[N:12]2[C:15]2[CH:16]=[N:17][C:18]([O:21][CH2:22][CH2:23][CH2:24][CH2:25][OH:26])=[CH:19][CH:20]=2)=[C:8]([NH2:28])[N:7]=1)[CH2:2][CH2:3][CH3:4].[OH-:29].[Na+].Cl.[CH3:32]O, predict the reaction product. The product is: [CH2:1]([O:5][C:6]1[N:14]=[C:13]2[C:9]([N:10]=[C:11]([O:29][CH3:32])[N:12]2[C:15]2[CH:16]=[N:17][C:18]([O:21][CH2:22][CH2:23][CH2:24][CH2:25][OH:26])=[CH:19][CH:20]=2)=[C:8]([NH2:28])[N:7]=1)[CH2:2][CH2:3][CH3:4]. (2) The product is: [CH3:1][N:2]([CH3:32])[C:3]([C:5]1[N:26]([CH:27]2[CH2:31][CH2:30][CH2:29][CH2:28]2)[C:8]2[N:9]=[C:10]([NH:13][C:14]3[N:19]=[N:9][C:8]([N:26]4[CH2:45][CH2:43][N:2]([CH:51]([CH3:53])[CH3:50])[CH2:3][CH2:5]4)=[CH:16][CH:15]=3)[N:11]=[CH:12][C:7]=2[CH:6]=1)=[O:4]. Given the reactants [CH3:1][N:2]([CH3:32])[C:3]([C:5]1[N:26]([CH:27]2[CH2:31][CH2:30][CH2:29][CH2:28]2)[C:8]2[N:9]=[C:10]([NH:13][C:14]3[N:19]=CC(C4CCNCC4)=[CH:16][CH:15]=3)[N:11]=[CH:12][C:7]=2[CH:6]=1)=[O:4].[BH-](O[C:43]([CH3:45])=O)(OC(C)=O)OC(C)=O.[Na+].ClCCl.[CH3:50][C:51]([CH3:53])=O, predict the reaction product. (3) Given the reactants [Br:1]Br.[Cl:3][C:4]1[CH:5]=[C:6]([CH:23]=[CH:24][C:25]=1[Cl:26])[CH2:7][NH:8][C:9]([NH:11][C:12]1[S:13][CH:14]=[C:15]([CH2:17][O:18][CH2:19][CH2:20][O:21][CH3:22])[N:16]=1)=[O:10], predict the reaction product. The product is: [Br:1][C:14]1[S:13][C:12]([NH:11][C:9]([NH:8][CH2:7][C:6]2[CH:23]=[CH:24][C:25]([Cl:26])=[C:4]([Cl:3])[CH:5]=2)=[O:10])=[N:16][C:15]=1[CH2:17][O:18][CH2:19][CH2:20][O:21][CH3:22]. (4) Given the reactants C(O[C:9]([C:11]1[O:36][C:14]2=[CH:15][CH:16]=[C:17]3[C:21]([N:20]([CH2:22][C@@H:23]([NH:25][C:26]([O:28][CH2:29][C:30]4[CH:35]=[CH:34][CH:33]=[CH:32][CH:31]=4)=[O:27])[CH3:24])[N:19]=[CH:18]3)=[C:13]2[CH:12]=1)=[O:10])C1C=CC=CC=1.[Cl-].[NH4+].[CH2:39]([CH2:41][NH2:42])[OH:40], predict the reaction product. The product is: [CH2:29]([O:28][C:26](=[O:27])[NH:25][C@@H:23]([CH3:24])[CH2:22][N:20]1[C:21]2[C:17](=[CH:16][CH:15]=[C:14]3[O:36][C:11]([C:9](=[O:10])[NH:42][CH2:41][CH2:39][OH:40])=[CH:12][C:13]3=2)[CH:18]=[N:19]1)[C:30]1[CH:35]=[CH:34][CH:33]=[CH:32][CH:31]=1. (5) The product is: [CH3:15][C:16]1[CH2:52][CH2:53][CH2:54][C:48]([CH3:49])([CH3:47])[C:17]=1/[CH:18]=[CH:23]/[C:22](/[CH3:27])=[CH:21]/[CH:28]=[CH:29]/[C:30](/[CH3:31])=[CH:12]/[C:10]([OH:9])=[O:11]. Given the reactants [CH3:12][C:10]([O:9]CC([O:9][C:10]([CH3:12])=[O:11])CO)=[O:11].C1(=O)O[CH2:18][CH2:17][CH2:16][CH2:15]O1.[CH:21](=[C:28](O)[C@@H:29](O)[C@@H:30](O)[C@H:31](O)[C@@H](O)C(=CC1C=CC=CC=1)O)[C:22]1[CH:27]=CC=C[CH:23]=1.[C:47](O)(=O)[C:48]1[C:49](=C[CH:52]=[CH:53][CH:54]=1)O, predict the reaction product. (6) Given the reactants [OH:1][C@@H:2]1[C@@H:15]([NH:16][CH2:17][CH2:18][C:19]2[CH:24]=[CH:23][CH:22]=[CH:21][CH:20]=2)[C:14]2[CH:13]=[C:12]3[C:7]([N:8]([CH3:26])[C:9](=[O:25])[CH2:10][O:11]3)=[CH:6][C:5]=2[O:4][C:3]1([CH3:28])[CH3:27].[ClH:29].C=C, predict the reaction product. The product is: [ClH:29].[OH:1][C@@H:2]1[C@@H:15]([NH:16][CH2:17][CH2:18][C:19]2[CH:20]=[CH:21][CH:22]=[CH:23][CH:24]=2)[C:14]2[CH:13]=[C:12]3[C:7]([N:8]([CH3:26])[C:9](=[O:25])[CH2:10][O:11]3)=[CH:6][C:5]=2[O:4][C:3]1([CH3:28])[CH3:27]. (7) Given the reactants [CH2:1]([O:3][C:4]([C:6]1[N:10]([CH2:11][C:12]2[CH:17]=[CH:16][C:15]([C:18]3[CH:23]=[CH:22][CH:21]=[CH:20][C:19]=3[C:24]#[N:25])=[CH:14][CH:13]=2)[C:9]([CH2:26][CH2:27][CH3:28])=[N:8][C:7]=1[C:29]([OH:32])([CH3:31])[CH3:30])=[O:5])[CH3:2].C([Sn](Cl)(CCCC)CCCC)CCC.[N-:47]=[N+:48]=[N-:49].[Na+], predict the reaction product. The product is: [CH2:1]([O:3][C:4]([C:6]1[N:10]([CH2:11][C:12]2[CH:17]=[CH:16][C:15]([C:18]3[CH:23]=[CH:22][CH:21]=[CH:20][C:19]=3[C:24]3[NH:49][N:48]=[N:47][N:25]=3)=[CH:14][CH:13]=2)[C:9]([CH2:26][CH2:27][CH3:28])=[N:8][C:7]=1[C:29]([OH:32])([CH3:30])[CH3:31])=[O:5])[CH3:2]. (8) Given the reactants [H-].[Al+3].[Li+].[H-].[H-].[H-].[CH2:7]1[C@@H:15]2[C@@H:10]([CH2:11][CH:12]=[CH:13][CH2:14]2)[CH:9]=[N:8]1, predict the reaction product. The product is: [CH2:7]1[C@@H:15]2[C@@H:10]([CH2:11][CH:12]=[CH:13][CH2:14]2)[CH2:9][NH:8]1. (9) Given the reactants [NH:1]1[C:9]2[C:4](=[CH:5][C:6]([C:10]3[C:18]4[C:13](=[N:14][CH:15]=[C:16]([C:19]5[CH:26]=[CH:25][C:22]([CH:23]=O)=[CH:21][CH:20]=5)[CH:17]=4)[N:12](S(C4C=CC(C)=CC=4)(=O)=O)[CH:11]=3)=[CH:7][CH:8]=2)[CH:3]=[CH:2]1.ClCCl.[NH:40]1[CH2:45][CH2:44][O:43][CH2:42][CH2:41]1.C(O[BH-](OC(=O)C)OC(=O)C)(=O)C.[Na+], predict the reaction product. The product is: [NH:1]1[C:9]2[C:4](=[CH:5][C:6]([C:10]3[C:18]4[C:13](=[N:14][CH:15]=[C:16]([C:19]5[CH:26]=[CH:25][C:22]([CH2:23][N:40]6[CH2:45][CH2:44][O:43][CH2:42][CH2:41]6)=[CH:21][CH:20]=5)[CH:17]=4)[NH:12][CH:11]=3)=[CH:7][CH:8]=2)[CH:3]=[CH:2]1. (10) Given the reactants [N:1]1([S:5]([NH2:8])(=[O:7])=[O:6])[CH2:4][CH2:3][CH2:2]1.C1(P(C2CCCCC2)C2C=CC=CC=2C2C(C(C)C)=CC(C(C)C)=CC=2C(C)C)CCCCC1.C(=O)([O-])[O-].[Cs+].[Cs+].ClC1C=C(OC2COC(C3C=CC=CC=3)OC2)N=C(SCC2C=CC=C(F)C=2F)N=1.Cl[C:80]1[CH:85]=[C:84]([O:86][C@@H:87]([C@H:89]2[CH2:93][O:92][C:91]([CH3:95])([CH3:94])[O:90]2)[CH3:88])[N:83]=[C:82]([S:96][CH2:97][C:98]2[CH:103]=[CH:102][CH:101]=[C:100]([F:104])[C:99]=2[F:105])[N:81]=1.[Cl-].[NH4+], predict the reaction product. The product is: [F:105][C:99]1[C:100]([F:104])=[CH:101][CH:102]=[CH:103][C:98]=1[CH2:97][S:96][C:82]1[N:81]=[C:80]([NH:8][S:5]([N:1]2[CH2:4][CH2:3][CH2:2]2)(=[O:7])=[O:6])[CH:85]=[C:84]([O:86][C@@H:87]([C@H:89]2[CH2:93][O:92][C:91]([CH3:94])([CH3:95])[O:90]2)[CH3:88])[N:83]=1.